Dataset: Retrosynthesis with 50K atom-mapped reactions and 10 reaction types from USPTO. Task: Predict the reactants needed to synthesize the given product. (1) Given the product COC(=O)C[C@@H]1COc2cc(O[C@@H]3CCc4c(Oc5cccnc5)ccc(F)c43)ccc21, predict the reactants needed to synthesize it. The reactants are: COC(=O)C[C@@H]1COc2cc(O[C@@H]3CCc4c(O)ccc(F)c43)ccc21.OB(O)c1cccnc1. (2) Given the product COc1c(N)c(F)c(F)c2c1[nH]c(=O)n2-c1ccc(I)cc1F, predict the reactants needed to synthesize it. The reactants are: COc1c([N+](=O)[O-])c(F)c(F)c2c1[nH]c(=O)n2-c1ccc(I)cc1F. (3) Given the product COC(=O)C1CSC2CC(NC(=O)OC(C)(C)C)C(=O)N21, predict the reactants needed to synthesize it. The reactants are: COC(=O)C1CSC(CC(NC(=O)OC(C)(C)C)C(=O)OCc2ccccc2)N1. (4) Given the product COC(=O)/C=C/C(=O)N[C@@H](CS)C(=O)OC, predict the reactants needed to synthesize it. The reactants are: COC(=O)/C=C/C(=O)[O-].COC(=O)[C@@H](N)CS.